Predict which catalyst facilitates the given reaction. From a dataset of Catalyst prediction with 721,799 reactions and 888 catalyst types from USPTO. (1) Reactant: [CH3:1][C:2]1[CH:3]=[CH:4][C:5]([C@@H:21]2[O:26][C@H:25]([CH2:27][OH:28])[C@@H:24]([OH:29])[C@H:23]([OH:30])[C@H:22]2[OH:31])=[CH:6][C:7]=1[CH2:8][C:9]1[S:13][C:12]([C:14]2[CH:15]=[CH:16][C:17]([F:20])=[CH:18][CH:19]=2)=[CH:11][CH:10]=1.[NH:32]1[CH2:39][CH2:38][CH2:37][C@H:33]1[C:34]([OH:36])=[O:35]. Product: [CH3:1][C:2]1[CH:3]=[CH:4][C:5]([C@@H:21]2[O:26][C@H:25]([CH2:27][OH:28])[C@@H:24]([OH:29])[C@H:23]([OH:30])[C@H:22]2[OH:31])=[CH:6][C:7]=1[CH2:8][C:9]1[S:13][C:12]([C:14]2[CH:15]=[CH:16][C:17]([F:20])=[CH:18][CH:19]=2)=[CH:11][CH:10]=1.[NH:32]1[CH2:39][CH2:38][CH2:37][C@H:33]1[C:34]([OH:36])=[O:35]. The catalyst class is: 8. (2) Reactant: [F:1][C:2]1[CH:22]=[C:21]([F:23])[CH:20]=[CH:19][C:3]=1[CH2:4][N:5]1[C:9]2=[CH:10][N:11]=[C:12]([C:14]([O:16]CC)=[O:15])[CH:13]=[C:8]2[CH:7]=[CH:6]1.[OH-].[Na+].C(O)(=O)CC(CC(O)=O)(C(O)=O)O. Product: [F:1][C:2]1[CH:22]=[C:21]([F:23])[CH:20]=[CH:19][C:3]=1[CH2:4][N:5]1[C:9]2=[CH:10][N:11]=[C:12]([C:14]([OH:16])=[O:15])[CH:13]=[C:8]2[CH:7]=[CH:6]1. The catalyst class is: 24. (3) Reactant: [H-].[Al+3].[Li+].[H-].[H-].[H-].C(O[C:10](=[O:26])[C:11]1[C:16](C)=[CH:15][CH:14]=[CH:13][C:12]=1[O:18][CH2:19][C:20]1[CH:25]=[CH:24][CH:23]=[CH:22][CH:21]=1)C.[C:27](OCC)(=[O:29])C.[C@H](O)(C([O-])=O)[C@@H](O)C([O-])=O.[Na+].[K+]. Product: [CH2:19]([O:18][C:12]1[CH:13]=[CH:14][CH:15]=[C:16]([O:29][CH3:27])[C:11]=1[CH2:10][OH:26])[C:20]1[CH:21]=[CH:22][CH:23]=[CH:24][CH:25]=1. The catalyst class is: 28. (4) Reactant: [CH:1]1([C:7]2[C:15]3[C:10](=[CH:11][C:12]([C:16]([O:18][CH3:19])=[O:17])=[CH:13][CH:14]=3)[NH:9][C:8]=2[C:20]2[N:21]([CH2:27][O:28][CH2:29][CH2:30][Si:31]([CH3:34])([CH3:33])[CH3:32])[C:22]([Br:26])=[C:23]([Br:25])[N:24]=2)[CH2:6][CH2:5][CH2:4][CH2:3][CH2:2]1.[CH2:35](Br)[CH:36]=[CH2:37].C(Cl)Cl. Product: [CH2:37]([N:9]1[C:10]2[C:15](=[CH:14][CH:13]=[C:12]([C:16]([O:18][CH3:19])=[O:17])[CH:11]=2)[C:7]([CH:1]2[CH2:6][CH2:5][CH2:4][CH2:3][CH2:2]2)=[C:8]1[C:20]1[N:21]([CH2:27][O:28][CH2:29][CH2:30][Si:31]([CH3:33])([CH3:32])[CH3:34])[C:22]([Br:26])=[C:23]([Br:25])[N:24]=1)[CH:36]=[CH2:35]. The catalyst class is: 3.